From a dataset of Forward reaction prediction with 1.9M reactions from USPTO patents (1976-2016). Predict the product of the given reaction. (1) Given the reactants [F:1][C:2]1[CH:7]=[CH:6][CH:5]=[CH:4][C:3]=1[C:8]1[C:16]2[C:11](=[CH:12][CH:13]=[C:14]([C:17]3[S:18]C(S(C)(=O)=O)=[N:20][N:21]=3)[CH:15]=2)[N:10](S(C2C=CC(C)=CC=2)(=O)=O)[CH:9]=1.[NH2:36][CH2:37][CH2:38][CH2:39][NH:40][C:41](=O)OC(C)(C)C, predict the reaction product. The product is: [F:1][C:2]1[CH:7]=[CH:6][CH:5]=[CH:4][C:3]=1[C:8]1[C:16]2[C:11](=[CH:12][CH:13]=[C:14]([C:17]3[S:18][C:41]([NH:40][CH2:39][CH2:38][CH2:37][NH2:36])=[N:20][N:21]=3)[CH:15]=2)[NH:10][CH:9]=1. (2) Given the reactants C(Cl)Cl.[OH:4][C:5]1[N:6]=[C:7]([C:15]2[CH:20]=[CH:19][CH:18]=[C:17]([C:21]([F:24])([F:23])[F:22])[CH:16]=2)[C:8]2[CH:13]=[C:12]([CH3:14])[S:11][C:9]=2[N:10]=1.Cl[CH2:26][CH2:27][S:28](Cl)(=[O:30])=[O:29].C(N(CC)CC)C, predict the reaction product. The product is: [CH3:14][C:12]1[S:11][C:9]2[N:10]=[C:5]([O:4][S:28]([CH:27]=[CH2:26])(=[O:30])=[O:29])[N:6]=[C:7]([C:15]3[CH:20]=[CH:19][CH:18]=[C:17]([C:21]([F:24])([F:23])[F:22])[CH:16]=3)[C:8]=2[CH:13]=1.